Predict the reaction yield, written as a fraction of the theoretical maximum amount of product (1.0 means a 100% yield; for example, 0.34 means a 34% yield). From a dataset of Reaction yield outcomes from USPTO patents with 853,638 reactions. (1) The reactants are [Br:1][C:2]1[CH:9]=[C:8]([F:10])[C:5]([CH2:6][OH:7])=[C:4]([F:11])[CH:3]=1.C(N(CC)CC)C. The catalyst is C(Cl)Cl.CS(C)=O.CCOCC. The product is [Br:1][C:2]1[CH:3]=[C:4]([F:11])[C:5]([CH:6]=[O:7])=[C:8]([F:10])[CH:9]=1. The yield is 0.840. (2) The reactants are N1CCCCC1.[CH3:7][O:8][C:9]1[CH:10]=[C:11]([CH:14]=[CH:15][C:16]=1[O:17][CH2:18][C:19]#[CH:20])[CH:12]=O.C([CH2:24][C:25]([NH:27][C:28]1[CH:36]=[CH:35][CH:34]=[CH:33][C:29]=1[C:30]([OH:32])=[O:31])=[O:26])(O)=O.CC(O)=O. The catalyst is C1(C)C=CC=CC=1. The product is [CH3:7][O:8][C:9]1[CH:10]=[C:11](/[CH:12]=[CH:24]/[C:25]([NH:27][C:28]2[CH:36]=[CH:35][CH:34]=[CH:33][C:29]=2[C:30]([OH:32])=[O:31])=[O:26])[CH:14]=[CH:15][C:16]=1[O:17][CH2:18][C:19]#[CH:20]. The yield is 0.770.